This data is from Full USPTO retrosynthesis dataset with 1.9M reactions from patents (1976-2016). The task is: Predict the reactants needed to synthesize the given product. (1) Given the product [F:15][C:12]1[CH:11]=[CH:10][C:9]([C:18]2[CH:19]=[CH:20][C:21]([CH3:25])=[C:22]([NH2:23])[CH:24]=2)=[CH:14][CH:13]=1, predict the reactants needed to synthesize it. The reactants are: CC1(C)C(C)(C)OB([C:9]2[CH:14]=[CH:13][C:12]([F:15])=[CH:11][CH:10]=2)O1.Br[C:18]1[CH:19]=[CH:20][C:21]([CH3:25])=[C:22]([CH:24]=1)[NH2:23].C(=O)([O-])[O-].[Cs+].[Cs+]. (2) Given the product [OH:31][CH:30]=[C:10]1[C:9]2[C:4](=[CH:5][C:6]([C:11]([C:13]3[CH:14]=[C:15]([NH:19][C:20]([C:22]4[N:23]([CH3:29])[N:24]=[C:25]([CH3:28])[C:26]=4[Cl:27])=[O:21])[CH:16]=[CH:17][CH:18]=3)=[O:12])=[CH:7][CH:8]=2)[NH:3][C:2]1=[O:1], predict the reactants needed to synthesize it. The reactants are: [O:1]=[C:2]1[CH2:10][C:9]2[C:4](=[CH:5][C:6]([C:11]([C:13]3[CH:14]=[C:15]([NH:19][C:20]([C:22]4[N:23]([CH3:29])[N:24]=[C:25]([CH3:28])[C:26]=4[Cl:27])=[O:21])[CH:16]=[CH:17][CH:18]=3)=[O:12])=[CH:7][CH:8]=2)[NH:3]1.[CH:30](OCC)=[O:31].[O-]CC.[Na+].Cl.